From a dataset of Peptide-MHC class I binding affinity with 185,985 pairs from IEDB/IMGT. Regression. Given a peptide amino acid sequence and an MHC pseudo amino acid sequence, predict their binding affinity value. This is MHC class I binding data. (1) The peptide sequence is ALQGGGPPY. The MHC is HLA-B27:05 with pseudo-sequence HLA-B27:05. The binding affinity (normalized) is 0. (2) The peptide sequence is SLVSSLWSMI. The MHC is HLA-A01:01 with pseudo-sequence HLA-A01:01. The binding affinity (normalized) is 0. (3) The peptide sequence is FPPTSFGPL. The MHC is HLA-B08:01 with pseudo-sequence HLA-B08:01. The binding affinity (normalized) is 0.0847. (4) The peptide sequence is ALDLSHFLK. The binding affinity (normalized) is 0. The MHC is HLA-A23:01 with pseudo-sequence HLA-A23:01. (5) The peptide sequence is ISWMMKLGI. The MHC is HLA-A32:01 with pseudo-sequence HLA-A32:01. The binding affinity (normalized) is 0.654. (6) The peptide sequence is GECPKFVFPL. The MHC is HLA-B44:02 with pseudo-sequence HLA-B44:02. The binding affinity (normalized) is 0.366. (7) The peptide sequence is RTYSLLNRK. The MHC is HLA-A23:01 with pseudo-sequence HLA-A23:01. The binding affinity (normalized) is 0.0847.